Dataset: Forward reaction prediction with 1.9M reactions from USPTO patents (1976-2016). Task: Predict the product of the given reaction. Given the reactants Br[C:2]1[CH:3]=[C:4]([CH:10]=[C:11]([NH:13][S:14]([CH3:17])(=[O:16])=[O:15])[CH:12]=1)[C:5]([N:7]([CH3:9])[CH3:8])=[O:6].[B:18]1([B:18]2[O:22][C:21]([CH3:24])([CH3:23])[C:20]([CH3:26])([CH3:25])[O:19]2)[O:22][C:21]([CH3:24])([CH3:23])[C:20]([CH3:26])([CH3:25])[O:19]1.C([O-])(=O)C.[K+], predict the reaction product. The product is: [CH3:8][N:7]([CH3:9])[C:5](=[O:6])[C:4]1[CH:3]=[C:2]([B:18]2[O:22][C:21]([CH3:24])([CH3:23])[C:20]([CH3:26])([CH3:25])[O:19]2)[CH:12]=[C:11]([NH:13][S:14]([CH3:17])(=[O:16])=[O:15])[CH:10]=1.